This data is from Peptide-MHC class II binding affinity with 134,281 pairs from IEDB. The task is: Regression. Given a peptide amino acid sequence and an MHC pseudo amino acid sequence, predict their binding affinity value. This is MHC class II binding data. (1) The peptide sequence is FETIVVTVDSLPEFK. The MHC is DRB1_1101 with pseudo-sequence DRB1_1101. The binding affinity (normalized) is 0.229. (2) The peptide sequence is FKPYGATISATPESA. The MHC is HLA-DPA10201-DPB10501 with pseudo-sequence HLA-DPA10201-DPB10501. The binding affinity (normalized) is 0. (3) The peptide sequence is RCLVKEIPPRLLYAK. The MHC is HLA-DQA10501-DQB10301 with pseudo-sequence HLA-DQA10501-DQB10301. The binding affinity (normalized) is 0.101. (4) The peptide sequence is KKRGNHYAFVGVMYNLW. The MHC is DRB1_0901 with pseudo-sequence DRB1_0901. The binding affinity (normalized) is 0.635. (5) The peptide sequence is CWFANTNLIKCSDHY. The MHC is DRB1_0101 with pseudo-sequence DRB1_0101. The binding affinity (normalized) is 0.332. (6) The peptide sequence is MWRSRADEINAIFEE. The MHC is DRB1_0801 with pseudo-sequence DRB1_0801. The binding affinity (normalized) is 0.261. (7) The peptide sequence is EKLQLKGTTYGVCSKAFK. The MHC is DRB1_0405 with pseudo-sequence DRB1_0405. The binding affinity (normalized) is 0. (8) The peptide sequence is KATLECQVQTAVDFG. The MHC is DRB1_1101 with pseudo-sequence DRB1_1101. The binding affinity (normalized) is 0. (9) The peptide sequence is FHVEKGSNPNYLALL. The MHC is HLA-DQA10501-DQB10301 with pseudo-sequence HLA-DQA10501-DQB10301. The binding affinity (normalized) is 0.271. (10) The peptide sequence is KTDCTKEVEEAWASA. The MHC is DRB1_1101 with pseudo-sequence DRB1_1101. The binding affinity (normalized) is 0.0437.